This data is from Peptide-MHC class II binding affinity with 134,281 pairs from IEDB. The task is: Regression. Given a peptide amino acid sequence and an MHC pseudo amino acid sequence, predict their binding affinity value. This is MHC class II binding data. (1) The binding affinity (normalized) is 0.373. The peptide sequence is GEMRLRDDQRKVFRE. The MHC is DRB1_0404 with pseudo-sequence DRB1_0404. (2) The peptide sequence is AGLLRLLFHDCFANG. The MHC is DRB1_1501 with pseudo-sequence DRB1_1501. The binding affinity (normalized) is 0.589. (3) The peptide sequence is EEKYFAATQFEPLAA. The MHC is HLA-DQA10501-DQB10201 with pseudo-sequence HLA-DQA10501-DQB10201. The binding affinity (normalized) is 0.510. (4) The peptide sequence is NTSYRLISCNTSVI. The MHC is HLA-DPA10201-DPB11401 with pseudo-sequence HLA-DPA10201-DPB11401. The binding affinity (normalized) is 0.0548. (5) The peptide sequence is GAEVHIGNGGPCLFM. The MHC is DRB1_0301 with pseudo-sequence DRB1_0301. The binding affinity (normalized) is 0.0926.